This data is from Forward reaction prediction with 1.9M reactions from USPTO patents (1976-2016). The task is: Predict the product of the given reaction. (1) Given the reactants Br[CH:2]([CH:7](Br)[C:8]1[CH:9]=[C:10]2[C:15](=[CH:16][CH:17]=1)[N:14]=[CH:13][CH:12]=[C:11]2[C:18]1[CH:23]=[CH:22][N:21]=[CH:20][CH:19]=1)[C:3]([O:5][CH3:6])=[O:4].[OH-].[K+].[CH2:27](O)C, predict the reaction product. The product is: [N:21]1[CH:22]=[CH:23][C:18]([C:11]2[C:10]3[C:15](=[CH:16][CH:17]=[C:8]([C:7]#[C:2][C:3]([O:5][CH2:6][CH3:27])=[O:4])[CH:9]=3)[N:14]=[CH:13][CH:12]=2)=[CH:19][CH:20]=1. (2) Given the reactants [Br:1]Br.[CH2:3]([O:10][C:11]1[CH:12]=[C:13]([CH2:19][CH2:20][NH:21][C:22](=[O:24])[CH3:23])[CH:14]=[CH:15][C:16]=1[O:17][CH3:18])[C:4]1[CH:9]=[CH:8][CH:7]=[CH:6][CH:5]=1, predict the reaction product. The product is: [CH2:3]([O:10][C:11]1[C:16]([O:17][CH3:18])=[CH:15][C:14]([Br:1])=[C:13]([CH2:19][CH2:20][NH:21][C:22](=[O:24])[CH3:23])[CH:12]=1)[C:4]1[CH:9]=[CH:8][CH:7]=[CH:6][CH:5]=1. (3) Given the reactants [OH:1][CH:2]([CH2:24][O:25][C:26]([C:39]1[CH:44]=[CH:43][CH:42]=[CH:41][CH:40]=1)([C:33]1[CH:38]=[CH:37][CH:36]=[CH:35][CH:34]=1)[C:27]1[CH:32]=[CH:31][CH:30]=[CH:29][CH:28]=1)[CH2:3][O:4][C:5](=[O:23])[CH2:6][CH2:7][CH2:8][CH2:9][CH2:10][CH2:11][CH2:12]/[CH:13]=[CH:14]\[CH2:15][CH2:16][CH2:17][CH2:18][CH2:19][CH2:20][CH2:21][CH3:22].N1C=CN=C1.[Si:50](Cl)([C:63]([CH3:66])([CH3:65])[CH3:64])([C:57]1[CH:62]=[CH:61][CH:60]=[CH:59][CH:58]=1)[C:51]1[CH:56]=[CH:55][CH:54]=[CH:53][CH:52]=1, predict the reaction product. The product is: [Si:50]([O:1][CH:2]([CH2:24][O:25][C:26]([C:39]1[CH:40]=[CH:41][CH:42]=[CH:43][CH:44]=1)([C:33]1[CH:34]=[CH:35][CH:36]=[CH:37][CH:38]=1)[C:27]1[CH:32]=[CH:31][CH:30]=[CH:29][CH:28]=1)[CH2:3][O:4][C:5](=[O:23])[CH2:6][CH2:7][CH2:8][CH2:9][CH2:10][CH2:11][CH2:12]/[CH:13]=[CH:14]\[CH2:15][CH2:16][CH2:17][CH2:18][CH2:19][CH2:20][CH2:21][CH3:22])([C:63]([CH3:66])([CH3:65])[CH3:64])([C:57]1[CH:58]=[CH:59][CH:60]=[CH:61][CH:62]=1)[C:51]1[CH:56]=[CH:55][CH:54]=[CH:53][CH:52]=1. (4) Given the reactants COCC[N:5]1[C:9]([CH:10]([O:12][CH3:13])[CH3:11])=[C:8]([Cl:14])[N:7](Cl)[CH:6]1[C:16]1[C:21]([CH2:22][CH3:23])=[CH:20][CH:19]=[CH:18][C:17]=1[CH2:24][CH3:25].[Li]CCCC.CN([CH:34]=[O:35])C, predict the reaction product. The product is: [CH2:24]([C:17]1[CH:18]=[CH:19][CH:20]=[C:21]([CH2:22][CH3:23])[C:16]=1[C:6]1[N:7]([CH:34]=[O:35])[C:8]([Cl:14])=[C:9]([CH:10]([O:12][CH3:13])[CH3:11])[N:5]=1)[CH3:25]. (5) Given the reactants [C:1]([NH:8][CH2:9][C:10](=[O:16])[CH2:11][CH2:12][C:13]([OH:15])=[O:14])([O:3][C:4]([CH3:7])([CH3:6])[CH3:5])=[O:2].Br[CH:18]([C:26]1[CH:31]=[CH:30][CH:29]=[CH:28][CH:27]=1)[C:19]([O:21][C:22]([CH3:25])([CH3:24])[CH3:23])=[O:20].C(N(CC)CC)C, predict the reaction product. The product is: [C:1]([NH:8][CH2:9][C:10](=[O:16])[CH2:11][CH2:12][C:13]([O:15][CH:18]([C:26]1[CH:31]=[CH:30][CH:29]=[CH:28][CH:27]=1)[C:19]([O:21][C:22]([CH3:25])([CH3:23])[CH3:24])=[O:20])=[O:14])([O:3][C:4]([CH3:7])([CH3:6])[CH3:5])=[O:2]. (6) Given the reactants C(OC([N:8]1[CH2:13][CH2:12][N:11]([C:14]([C:16]2[C:20]3=[N:21][CH:22]=[CH:23][CH:24]=[C:19]3[N:18]([C:25]3[CH:30]=[CH:29][CH:28]=[CH:27][CH:26]=3)[C:17]=2[O:31][C:32]2[C:37]([CH3:38])=[CH:36][CH:35]=[CH:34][C:33]=2[CH3:39])=[O:15])[CH2:10][CH:9]1[CH2:40][C:41](=[O:44])[NH:42][CH3:43])=O)(C)(C)C.Cl.Cl.Cl.CC1C=CC=C(C)C=1OC1N(C2C=CC=CC=2)C2C(=NC=CC=2)C=1C(N1CCNC(CC(NC)=O)C1)=O, predict the reaction product. The product is: [CH3:39][C:33]1[CH:34]=[CH:35][CH:36]=[C:37]([CH3:38])[C:32]=1[O:31][C:17]1[N:18]([C:25]2[CH:30]=[CH:29][CH:28]=[CH:27][CH:26]=2)[C:19]2[C:20](=[N:21][CH:22]=[CH:23][CH:24]=2)[C:16]=1[C:14]([N:11]1[CH2:12][CH2:13][NH:8][CH:9]([CH2:40][C:41]([NH:42][CH3:43])=[O:44])[CH2:10]1)=[O:15].